Dataset: Reaction yield outcomes from USPTO patents with 853,638 reactions. Task: Predict the reaction yield, written as a fraction of the theoretical maximum amount of product (1.0 means a 100% yield; for example, 0.34 means a 34% yield). (1) The reactants are [CH3:1][O:2][C:3]([C:5]1([C:8]2[CH:13]=[CH:12][C:11]([OH:14])=[C:10]([N+:15]([O-])=O)[CH:9]=2)[CH2:7][CH2:6]1)=[O:4]. The catalyst is CO.[Ni]. The product is [CH3:1][O:2][C:3]([C:5]1([C:8]2[CH:13]=[CH:12][C:11]([OH:14])=[C:10]([NH2:15])[CH:9]=2)[CH2:7][CH2:6]1)=[O:4]. The yield is 0.740. (2) The reactants are [Br:1][C:2]1[CH:3]=[CH:4][C:5]2[C:11]3[S:12][C:13]([C:15]([N:17]([C:19]4[CH:20]=[C:21]([CH:26]=[CH:27][C:28]=4[Cl:29])[C:22]([O:24]C)=[O:23])[CH3:18])=[O:16])=[CH:14][C:10]=3[CH2:9][CH2:8][O:7][C:6]=2[CH:30]=1.O[Li].O.Cl. The catalyst is C1COCC1.O. The product is [Br:1][C:2]1[CH:3]=[CH:4][C:5]2[C:11]3[S:12][C:13]([C:15]([N:17]([C:19]4[CH:20]=[C:21]([CH:26]=[CH:27][C:28]=4[Cl:29])[C:22]([OH:24])=[O:23])[CH3:18])=[O:16])=[CH:14][C:10]=3[CH2:9][CH2:8][O:7][C:6]=2[CH:30]=1. The yield is 0.910. (3) The reactants are [C:1]([O:5][C:6]([N:8]1[CH2:14][CH2:13][CH2:12][NH:11][CH2:10][CH2:9]1)=[O:7])([CH3:4])([CH3:3])[CH3:2].[C:15]1(=O)[CH2:18][CH2:17][CH2:16]1.C(O[BH-](OC(=O)C)OC(=O)C)(=O)C.[Na+].[OH-].[Na+]. The catalyst is ClC(Cl)C. The product is [C:1]([O:5][C:6]([N:8]1[CH2:14][CH2:13][CH2:12][N:11]([CH:15]2[CH2:18][CH2:17][CH2:16]2)[CH2:10][CH2:9]1)=[O:7])([CH3:4])([CH3:2])[CH3:3]. The yield is 0.980.